From a dataset of Catalyst prediction with 721,799 reactions and 888 catalyst types from USPTO. Predict which catalyst facilitates the given reaction. (1) Reactant: [CH2:1]([O:8][C:9]1[C:14]([C:15]2[CH:20]=[C:19]([C:21]#[CH:22])[C:18]([O:23][CH3:24])=[C:17]([C:25]([CH3:28])([CH3:27])[CH3:26])[CH:16]=2)=[CH:13][CH:12]=[CH:11][N:10]=1)[C:2]1[CH:7]=[CH:6][CH:5]=[CH:4][CH:3]=1.[CH3:29][O:30][C:31](=[O:39])[C:32]1[CH:37]=[CH:36][CH:35]=[CH:34][C:33]=1I. Product: [CH3:29][O:30][C:31](=[O:39])[C:32]1[CH:37]=[CH:36][CH:35]=[CH:34][C:33]=1[C:22]#[C:21][C:19]1[CH:20]=[C:15]([C:14]2[C:9]([O:8][CH2:1][C:2]3[CH:7]=[CH:6][CH:5]=[CH:4][CH:3]=3)=[N:10][CH:11]=[CH:12][CH:13]=2)[CH:16]=[C:17]([C:25]([CH3:28])([CH3:27])[CH3:26])[C:18]=1[O:23][CH3:24]. The catalyst class is: 654. (2) Reactant: [CH2:1]([O:3][C:4](=[O:25])[CH:5](P(OCC)(OCC)=O)[CH2:6][CH2:7][CH2:8][O:9][CH2:10][C:11]1[CH:16]=[CH:15][CH:14]=[CH:13][CH:12]=1)[CH3:2].[H-].[Na+].[C:28]([O:32][C:33]([NH:35][C@@H:36]([CH2:44][CH:45]=O)[C:37]([O:39][C:40]([CH3:43])([CH3:42])[CH3:41])=[O:38])=[O:34])([CH3:31])([CH3:30])[CH3:29]. Product: [CH2:1]([O:3][C:4](=[O:25])/[C:5](/[CH2:6][CH2:7][CH2:8][O:9][CH2:10][C:11]1[CH:12]=[CH:13][CH:14]=[CH:15][CH:16]=1)=[CH:45]\[CH2:44][C@H:36]([NH:35][C:33]([O:32][C:28]([CH3:29])([CH3:31])[CH3:30])=[O:34])[C:37]([O:39][C:40]([CH3:41])([CH3:42])[CH3:43])=[O:38])[CH3:2].[CH2:1]([O:3][C:4](=[O:25])/[C:5](/[CH2:6][CH2:7][CH2:8][O:9][CH2:10][C:11]1[CH:12]=[CH:13][CH:14]=[CH:15][CH:16]=1)=[CH:45]/[CH2:44][C@H:36]([NH:35][C:33]([O:32][C:28]([CH3:29])([CH3:31])[CH3:30])=[O:34])[C:37]([O:39][C:40]([CH3:41])([CH3:42])[CH3:43])=[O:38])[CH3:2]. The catalyst class is: 1.